Dataset: Reaction yield outcomes from USPTO patents with 853,638 reactions. Task: Predict the reaction yield, written as a fraction of the theoretical maximum amount of product (1.0 means a 100% yield; for example, 0.34 means a 34% yield). (1) The reactants are O1CCCCC1[N:7]1[C:15]2[C:10](=[CH:11][C:12]([C:16]3[N:20]=[CH:19][N:18](C(C4C=CC=CC=4)(C4C=CC=CC=4)C4C=CC=CC=4)[N:17]=3)=[CH:13][CH:14]=2)[C:9]([C:40]2[CH:41]=[C:42]([CH:47]=[CH:48][CH:49]=2)[C:43](OC)=[O:44])=[N:8]1.[OH-].[Li+].ON1C2C=CC=CC=2N=N1.[NH2:62][CH2:63][CH2:64][N:65]1[CH2:70][CH2:69][O:68][CH2:67][CH2:66]1.Cl.C(N=C=NCCCN(C)C)C.Cl. The catalyst is O1CCCC1.O.O1CCOCC1. The product is [NH:18]1[CH:19]=[N:20][C:16]([C:12]2[CH:11]=[C:10]3[C:15](=[CH:14][CH:13]=2)[NH:7][N:8]=[C:9]3[C:40]2[CH:41]=[C:42]([C:43]([NH:62][CH2:63][CH2:64][N:65]3[CH2:70][CH2:69][O:68][CH2:67][CH2:66]3)=[O:44])[CH:47]=[CH:48][CH:49]=2)=[N:17]1. The yield is 0.0800. (2) The reactants are [NH2:1][C@H:2]1[CH2:5][CH2:4][C@H:3]1[NH:6][C:7]1[C:8]([CH3:27])=[N:9][C:10]2[C:15]([N:16]=1)=[C:14]([C:17]1[NH:25][C:24]3[CH2:23][CH2:22][NH:21][C:20](=[O:26])[C:19]=3[CH:18]=1)[CH:13]=[CH:12][CH:11]=2.CCN(C(C)C)C(C)C.[CH3:37][C:38](OC(C)=O)=[O:39]. The catalyst is C(Cl)Cl. The product is [CH3:27][C:8]1[C:7]([NH:6][C@H:3]2[CH2:4][CH2:5][C@H:2]2[NH:1][C:38](=[O:39])[CH3:37])=[N:16][C:15]2[C:10]([N:9]=1)=[CH:11][CH:12]=[CH:13][C:14]=2[C:17]1[NH:25][C:24]2[CH2:23][CH2:22][NH:21][C:20](=[O:26])[C:19]=2[CH:18]=1. The yield is 0.290.